This data is from Full USPTO retrosynthesis dataset with 1.9M reactions from patents (1976-2016). The task is: Predict the reactants needed to synthesize the given product. (1) Given the product [NH2:11][C@H:12]1[CH2:17][CH2:16][CH2:15][C@@H:14]([C:18]([O:20][CH2:21][CH3:22])=[O:19])[CH2:13]1, predict the reactants needed to synthesize it. The reactants are: C(OC([NH:11][C@H:12]1[CH2:17][CH2:16][CH2:15][C@@H:14]([C:18]([O:20][CH2:21][CH3:22])=[O:19])[CH2:13]1)=O)C1C=CC=CC=1. (2) Given the product [C:15]([OH:18])(=[O:17])[CH3:16].[CH3:14][C:12]1[NH:11][C:7]2[N:8]=[CH:9][CH:10]=[C:5]([C:3]([NH2:4])=[NH:2])[C:6]=2[CH:13]=1, predict the reactants needed to synthesize it. The reactants are: O[NH:2][C:3]([C:5]1[C:6]2[CH:13]=[C:12]([CH3:14])[NH:11][C:7]=2[N:8]=[CH:9][CH:10]=1)=[NH:4].[C:15]([O:18]C(=O)C)(=[O:17])[CH3:16].[H][H]. (3) Given the product [CH3:1][N:2]1[CH2:7][CH2:6][N:5]([C:8]2[CH:9]=[C:10]([NH:14][C:15]3[N:20]=[C:19]([CH2:21][CH2:22][C:23]4[CH:24]=[C:25]([CH:29]=[CH:30][CH:31]=4)[C:26]([NH2:37])=[O:28])[C:18]([C:32]([F:35])([F:34])[F:33])=[CH:17][N:16]=3)[CH:11]=[CH:12][CH:13]=2)[CH2:4][CH2:3]1, predict the reactants needed to synthesize it. The reactants are: [CH3:1][N:2]1[CH2:7][CH2:6][N:5]([C:8]2[CH:9]=[C:10]([NH:14][C:15]3[N:20]=[C:19]([CH2:21][CH2:22][C:23]4[CH:24]=[C:25]([CH:29]=[CH:30][CH:31]=4)[C:26]([OH:28])=O)[C:18]([C:32]([F:35])([F:34])[F:33])=[CH:17][N:16]=3)[CH:11]=[CH:12][CH:13]=2)[CH2:4][CH2:3]1.C[N:37](C(ON1N=NC2C=CC=NC1=2)=[N+](C)C)C.F[P-](F)(F)(F)(F)F.CCN(C(C)C)C(C)C.[NH4+].[OH-].